Task: Regression. Given two drug SMILES strings and cell line genomic features, predict the synergy score measuring deviation from expected non-interaction effect.. Dataset: NCI-60 drug combinations with 297,098 pairs across 59 cell lines (1) Drug 1: CC1=C(C(CCC1)(C)C)C=CC(=CC=CC(=CC(=O)O)C)C. Drug 2: CS(=O)(=O)CCNCC1=CC=C(O1)C2=CC3=C(C=C2)N=CN=C3NC4=CC(=C(C=C4)OCC5=CC(=CC=C5)F)Cl. Cell line: NCI-H460. Synergy scores: CSS=-2.79, Synergy_ZIP=0.892, Synergy_Bliss=-1.92, Synergy_Loewe=-2.25, Synergy_HSA=-4.19. (2) Drug 1: CCCS(=O)(=O)NC1=C(C(=C(C=C1)F)C(=O)C2=CNC3=C2C=C(C=N3)C4=CC=C(C=C4)Cl)F. Drug 2: CCC1=C2CN3C(=CC4=C(C3=O)COC(=O)C4(CC)O)C2=NC5=C1C=C(C=C5)O. Cell line: NCI/ADR-RES. Synergy scores: CSS=10.9, Synergy_ZIP=-4.89, Synergy_Bliss=1.39, Synergy_Loewe=-21.1, Synergy_HSA=0.498. (3) Drug 1: C1=CC=C(C=C1)NC(=O)CCCCCCC(=O)NO. Drug 2: C#CCC(CC1=CN=C2C(=N1)C(=NC(=N2)N)N)C3=CC=C(C=C3)C(=O)NC(CCC(=O)O)C(=O)O. Cell line: NCIH23. Synergy scores: CSS=45.4, Synergy_ZIP=2.78, Synergy_Bliss=0.574, Synergy_Loewe=-17.4, Synergy_HSA=0.454. (4) Drug 1: CC12CCC(CC1=CCC3C2CCC4(C3CC=C4C5=CN=CC=C5)C)O. Drug 2: CCCCCOC(=O)NC1=NC(=O)N(C=C1F)C2C(C(C(O2)C)O)O. Cell line: NCI-H522. Synergy scores: CSS=8.85, Synergy_ZIP=-1.08, Synergy_Bliss=2.24, Synergy_Loewe=0.823, Synergy_HSA=2.05. (5) Cell line: K-562. Drug 2: CC1C(C(CC(O1)OC2CC(CC3=C2C(=C4C(=C3O)C(=O)C5=C(C4=O)C(=CC=C5)OC)O)(C(=O)CO)O)N)O.Cl. Synergy scores: CSS=36.7, Synergy_ZIP=-0.741, Synergy_Bliss=-2.98, Synergy_Loewe=-21.5, Synergy_HSA=-1.87. Drug 1: CS(=O)(=O)OCCCCOS(=O)(=O)C. (6) Drug 1: CC12CCC3C(C1CCC2=O)CC(=C)C4=CC(=O)C=CC34C. Drug 2: CN1C(=O)N2C=NC(=C2N=N1)C(=O)N. Cell line: T-47D. Synergy scores: CSS=23.7, Synergy_ZIP=-3.53, Synergy_Bliss=3.66, Synergy_Loewe=-0.522, Synergy_HSA=0.0200. (7) Drug 1: CC12CCC3C(C1CCC2=O)CC(=C)C4=CC(=O)C=CC34C. Drug 2: CN(CCCl)CCCl.Cl. Cell line: ACHN. Synergy scores: CSS=56.8, Synergy_ZIP=-6.12, Synergy_Bliss=-2.87, Synergy_Loewe=-17.8, Synergy_HSA=-0.986. (8) Drug 1: C1=CC(=CC=C1CC(C(=O)O)N)N(CCCl)CCCl.Cl. Synergy scores: CSS=16.4, Synergy_ZIP=-2.08, Synergy_Bliss=10.0, Synergy_Loewe=-0.552, Synergy_HSA=5.24. Cell line: HT29. Drug 2: C1=NC2=C(N=C(N=C2N1C3C(C(C(O3)CO)O)O)F)N. (9) Drug 1: C(=O)(N)NO. Drug 2: C1CNP(=O)(OC1)N(CCCl)CCCl. Cell line: SR. Synergy scores: CSS=1.10, Synergy_ZIP=-1.97, Synergy_Bliss=-2.68, Synergy_Loewe=-2.21, Synergy_HSA=-2.27. (10) Drug 1: C1CN1C2=NC(=NC(=N2)N3CC3)N4CC4. Drug 2: C(=O)(N)NO. Cell line: K-562. Synergy scores: CSS=19.3, Synergy_ZIP=10.5, Synergy_Bliss=10.1, Synergy_Loewe=-32.1, Synergy_HSA=-0.634.